From a dataset of TCR-epitope binding with 47,182 pairs between 192 epitopes and 23,139 TCRs. Binary Classification. Given a T-cell receptor sequence (or CDR3 region) and an epitope sequence, predict whether binding occurs between them. The epitope is IVTDFSVIK. The TCR CDR3 sequence is CASREIQGSGANVLTF. Result: 1 (the TCR binds to the epitope).